From a dataset of Forward reaction prediction with 1.9M reactions from USPTO patents (1976-2016). Predict the product of the given reaction. (1) The product is: [CH3:30][C:15]1[CH:16]=[C:17]([O:19][Si:20]([CH:27]([CH3:29])[CH3:28])([CH:21]([CH3:23])[CH3:22])[CH:24]([CH3:26])[CH3:25])[CH:18]=[C:2]([CH3:1])[C:3]=1[CH2:4][C:5]1[CH:10]=[CH:9][C:8]([O:11][CH2:12][O:13][CH3:14])=[C:7]([CH:6]=1)[CH:47]=[O:48]. Given the reactants [CH3:1][C:2]1[CH:18]=[C:17]([O:19][Si:20]([CH:27]([CH3:29])[CH3:28])([CH:24]([CH3:26])[CH3:25])[CH:21]([CH3:23])[CH3:22])[CH:16]=[C:15]([CH3:30])[C:3]=1[CH2:4][C:5]1[CH:10]=[CH:9][C:8]([O:11][CH2:12][O:13][CH3:14])=[CH:7][CH:6]=1.CN(CCN(C)C)C.[Li]CCCC.CN([CH:47]=[O:48])C, predict the reaction product. (2) The product is: [C:17]([O:21][C:22](=[O:31])[CH:23]([CH2:25][O:26][C:27]([CH3:30])([CH3:29])[CH3:28])[NH:24][C:12]([C:9]1[CH:10]=[C:11]2[C:6]([C:5]([Cl:15])=[CH:4][N:3]=[C:2]2[Cl:1])=[CH:7][CH:8]=1)=[O:13])([CH3:20])([CH3:19])[CH3:18]. Given the reactants [Cl:1][C:2]1[C:11]2[C:6](=[CH:7][CH:8]=[C:9]([C:12](Cl)=[O:13])[CH:10]=2)[C:5]([Cl:15])=[CH:4][N:3]=1.Cl.[C:17]([O:21][C:22](=[O:31])[CH:23]([CH2:25][O:26][C:27]([CH3:30])([CH3:29])[CH3:28])[NH2:24])([CH3:20])([CH3:19])[CH3:18].CCN(CC)CC, predict the reaction product. (3) Given the reactants Br[C:2]1[C:3]([C:14]2[S:15][CH:16]=[C:17]([C:19]([F:22])([F:21])[F:20])[N:18]=2)=[CH:4][C:5]([NH:8][C:9]([NH:11][CH2:12][CH3:13])=[O:10])=[N:6][CH:7]=1.CC1(C)C(C)(C)OB([C:31]2[CH:32]=[N:33][CH:34]=[CH:35][CH:36]=2)O1.C(=O)([O-])[O-].[Cs+].[Cs+], predict the reaction product. The product is: [CH2:12]([NH:11][C:9]([NH:8][C:5]1[N:6]=[CH:7][C:2]([C:31]2[CH:32]=[N:33][CH:34]=[CH:35][CH:36]=2)=[C:3]([C:14]2[S:15][CH:16]=[C:17]([C:19]([F:22])([F:21])[F:20])[N:18]=2)[CH:4]=1)=[O:10])[CH3:13].